Dataset: Catalyst prediction with 721,799 reactions and 888 catalyst types from USPTO. Task: Predict which catalyst facilitates the given reaction. (1) Reactant: C1(N=C=NC2CCCCC2)CCCCC1.[NH2:16][C:17]1[C:22]([C:23]([OH:25])=[O:24])=[C:21]([OH:26])[C:20]([Br:27])=[CH:19][CH:18]=1.[C:28](O)([CH3:31])([CH3:30])[CH3:29]. Product: [NH2:16][C:17]1[C:22]([C:23]([O:25][C:28]([CH3:31])([CH3:30])[CH3:29])=[O:24])=[C:21]([OH:26])[C:20]([Br:27])=[CH:19][CH:18]=1. The catalyst class is: 251. (2) Reactant: [CH3:1][C:2]([CH3:5])([O-])[CH3:3].[K+].[CH2:7]([O:14][CH2:15][CH:16]1[CH2:21]CC(=O)C[CH2:17]1)[C:8]1[CH:13]=[CH:12][CH:11]=[CH:10][CH:9]=1. Product: [CH2:1]=[C:2]1[CH2:5][CH2:17][CH:16]([CH2:15][O:14][CH2:7][C:8]2[CH:13]=[CH:12][CH:11]=[CH:10][CH:9]=2)[CH2:21][CH2:3]1. The catalyst class is: 597. (3) The catalyst class is: 64. Reactant: [C:1]12([CH2:11][C:12](O)=[O:13])[CH2:10][CH:5]3[CH2:6][CH:7]([CH2:9][CH:3]([CH2:4]3)[CH2:2]1)[CH2:8]2.CCN=C=NCCCN(C)C.C(N(CC)CC)C.[S:33]1[CH:37]=[CH:36][CH:35]=[C:34]1[CH2:38][NH2:39]. Product: [C:1]12([CH2:11][C:12]([NH:39][CH2:38][C:34]3[S:33][CH:37]=[CH:36][CH:35]=3)=[O:13])[CH2:10][CH:5]3[CH2:6][CH:7]([CH2:9][CH:3]([CH2:4]3)[CH2:2]1)[CH2:8]2. (4) Reactant: [OH:1][C:2]1[CH:7]=[CH:6][C:5]([CH2:8][CH2:9][C:10]([OH:12])=O)=[CH:4][CH:3]=1.[CH2:13]1[C:22]2[C:17](=[CH:18][CH:19]=[CH:20][CH:21]=2)[CH2:16][CH2:15][NH:14]1.CN(C(ON1N=NC2C=CC=CC1=2)=[N+](C)C)C.[B-](F)(F)(F)F.CCN(C(C)C)C(C)C.C(=O)([O-])O.[Na+]. Product: [CH2:13]1[C:22]2[C:17](=[CH:18][CH:19]=[CH:20][CH:21]=2)[CH2:16][CH2:15][N:14]1[C:10](=[O:12])[CH2:9][CH2:8][C:5]1[CH:4]=[CH:3][C:2]([OH:1])=[CH:7][CH:6]=1. The catalyst class is: 3.